This data is from Full USPTO retrosynthesis dataset with 1.9M reactions from patents (1976-2016). The task is: Predict the reactants needed to synthesize the given product. Given the product [CH2:1]([N:8]1[CH2:13][CH2:12][CH2:11][CH:10]([NH:14][C@@H:15]2[CH2:20][CH2:19][CH2:18][CH2:17][C@H:16]2[NH:21][C:23]([NH:22][C:25]2[CH:30]=[CH:29][CH:28]=[CH:27][CH:26]=2)=[O:24])[CH2:9]1)[C:2]1[CH:3]=[CH:4][CH:5]=[CH:6][CH:7]=1, predict the reactants needed to synthesize it. The reactants are: [CH2:1]([N:8]1[CH2:13][CH2:12][CH2:11][CH:10]([NH:14][C@@H:15]2[CH2:20][CH2:19][CH2:18][CH2:17][C@H:16]2[NH2:21])[CH2:9]1)[C:2]1[CH:7]=[CH:6][CH:5]=[CH:4][CH:3]=1.[N:22]([C:25]1[CH:30]=[CH:29][CH:28]=[CH:27][CH:26]=1)=[C:23]=[O:24].CCN(CC)CC.